This data is from Peptide-MHC class II binding affinity with 134,281 pairs from IEDB. The task is: Regression. Given a peptide amino acid sequence and an MHC pseudo amino acid sequence, predict their binding affinity value. This is MHC class II binding data. (1) The binding affinity (normalized) is 0.0187. The MHC is HLA-DPA10201-DPB10501 with pseudo-sequence HLA-DPA10201-DPB10501. The peptide sequence is QFKPEEITGIMKDLD. (2) The peptide sequence is GIGILTVILGVLLLIGCWYCRR. The MHC is DRB1_0404 with pseudo-sequence DRB1_0404. The binding affinity (normalized) is 0.118. (3) The peptide sequence is VALFAVFLGSAHGIP. The MHC is HLA-DPA10201-DPB10101 with pseudo-sequence HLA-DPA10201-DPB10101. The binding affinity (normalized) is 0.450. (4) The peptide sequence is AAATAGTTVYGMFAA. The MHC is HLA-DPA10103-DPB10601 with pseudo-sequence HLA-DPA10103-DPB10601. The binding affinity (normalized) is 0. (5) The peptide sequence is VSKVMIGSPKKV. The MHC is DRB1_0101 with pseudo-sequence DRB1_0101. The binding affinity (normalized) is 0.116. (6) The peptide sequence is GELQIVDKISAAFKI. The MHC is DRB1_0404 with pseudo-sequence DRB1_0404. The binding affinity (normalized) is 0.648. (7) The peptide sequence is AGDLGRDELMELASD. The MHC is DRB5_0101 with pseudo-sequence DRB5_0101. The binding affinity (normalized) is 0.124. (8) The binding affinity (normalized) is 0.278. The peptide sequence is ARDRSIALTFLAVGG. The MHC is DRB1_1101 with pseudo-sequence DRB1_1101.